The task is: Predict the reactants needed to synthesize the given product.. This data is from Full USPTO retrosynthesis dataset with 1.9M reactions from patents (1976-2016). (1) Given the product [Si:1]([O:8][CH2:9][CH:10]1[CH:15]([OH:16])[CH:14]2[CH:13]([O:25]2)[CH2:12][O:11]1)([C:4]([CH3:7])([CH3:6])[CH3:5])([CH3:3])[CH3:2], predict the reactants needed to synthesize it. The reactants are: [Si:1]([O:8][CH2:9][C@H:10]1[C@H:15]([OH:16])[CH:14]=[CH:13][CH2:12][O:11]1)([C:4]([CH3:7])([CH3:6])[CH3:5])([CH3:3])[CH3:2].C1C=C(Cl)C=C(C(OO)=[O:25])C=1.CSC. (2) Given the product [F:1][C:2]1[CH:3]=[C:4]([CH:16]=[C:17]([C:19]([F:22])([F:20])[F:21])[CH:18]=1)[CH2:5][CH:6]1[CH2:11][CH:10]([C:12]([O:14][CH3:15])=[O:13])[CH2:9][CH2:8][N:7]1[C:32]([O:33][CH3:34])=[O:35], predict the reactants needed to synthesize it. The reactants are: [F:1][C:2]1[CH:3]=[C:4]([CH:16]=[C:17]([C:19]([F:22])([F:21])[F:20])[CH:18]=1)[CH2:5][CH:6]1[CH2:11][CH:10]([C:12]([O:14][CH3:15])=[O:13])[CH2:9][CH2:8][NH:7]1.CCN(C(C)C)C(C)C.[C:32](Cl)(=[O:35])[O:33][CH3:34]. (3) Given the product [CH2:25]([O:24][C:21]1[CH:22]=[CH:23][C:18]([CH2:17][C:16]2[N:1]([CH2:36][C:34]3[S:35][C:31]([N+:28]([O-:30])=[O:29])=[CH:32][CH:33]=3)[C:2]3=[N:7][CH:6]=[C:5]([C:8]([N:10]([CH2:13][CH3:14])[CH2:11][CH3:12])=[O:9])[CH:4]=[C:3]3[N:15]=2)=[CH:19][CH:20]=1)[CH3:26], predict the reactants needed to synthesize it. The reactants are: [NH2:1][C:2]1[N:7]=[CH:6][C:5]([C:8]([N:10]([CH2:13][CH3:14])[CH2:11][CH3:12])=[O:9])=[CH:4][C:3]=1[NH:15][C:16](=O)[CH2:17][C:18]1[CH:23]=[CH:22][C:21]([O:24][CH2:25][CH3:26])=[CH:20][CH:19]=1.[N+:28]([C:31]1[S:35][C:34]([CH:36]=O)=[CH:33][CH:32]=1)([O-:30])=[O:29].N1C=CC=CC=1. (4) Given the product [Cl:36][C:17]1[CH:16]=[C:15]([C:10]2[C:9]([S:6]([NH2:5])(=[O:8])=[O:7])=[CH:14][CH:13]=[CH:12][CH:11]=2)[CH:20]=[CH:19][C:18]=1[CH2:21][N:22]1[C:26]([CH:27]=[O:28])=[C:25]([Cl:29])[N:24]=[C:23]1[C:30]1[CH:31]=[CH:32][CH:33]=[CH:34][CH:35]=1, predict the reactants needed to synthesize it. The reactants are: C([NH:5][S:6]([C:9]1[C:10]([C:15]2[CH:20]=[CH:19][C:18]([CH2:21][N:22]3[C:26]([CH:27]=[O:28])=[C:25]([Cl:29])[N:24]=[C:23]3[C:30]3[CH:35]=[CH:34][CH:33]=[CH:32][CH:31]=3)=[C:17]([Cl:36])[CH:16]=2)=[CH:11][CH:12]=[CH:13][CH:14]=1)(=[O:8])=[O:7])(C)(C)C.C1(OC)C=CC=CC=1.